From a dataset of Catalyst prediction with 721,799 reactions and 888 catalyst types from USPTO. Predict which catalyst facilitates the given reaction. (1) Reactant: C[O:2][C:3]([C:5]1[N:6]=[N:7][C:8]([N:11]2[CH2:16][CH2:15][N:14]([C:17](=[O:28])[C:18]3[CH:23]=[CH:22][CH:21]=[CH:20][C:19]=3[C:24]([F:27])([F:26])[F:25])[CH2:13][CH2:12]2)=[CH:9][CH:10]=1)=[O:4].O.[OH-].[Li+].Cl. Product: [F:27][C:24]([F:25])([F:26])[C:19]1[CH:20]=[CH:21][CH:22]=[CH:23][C:18]=1[C:17]([N:14]1[CH2:15][CH2:16][N:11]([C:8]2[N:7]=[N:6][C:5]([C:3]([OH:4])=[O:2])=[CH:10][CH:9]=2)[CH2:12][CH2:13]1)=[O:28]. The catalyst class is: 30. (2) Reactant: [Cl:1][C:2]1[CH:7]=[CH:6][N:5]=[C:4]2[CH:8]=[CH:9][S:10][C:3]=12.[CH2:11]([Sn:15](Cl)([CH2:20][CH2:21][CH2:22][CH3:23])[CH2:16][CH2:17][CH2:18][CH3:19])[CH2:12][CH2:13][CH3:14]. Product: [Cl:1][C:2]1[CH:7]=[CH:6][N:5]=[C:4]2[CH:8]=[C:9]([Sn:15]([CH2:16][CH2:17][CH2:18][CH3:19])([CH2:20][CH2:21][CH2:22][CH3:23])[CH2:11][CH2:12][CH2:13][CH3:14])[S:10][C:3]=12. The catalyst class is: 20. (3) Reactant: [Cl:1][C:2]1[CH:10]=[CH:9][C:5]([CH2:6][C:7]#[N:8])=[CH:4][C:3]=1[F:11].[Cl:12][C:13]1[C:14]([F:21])=[C:15]([CH:18]=[CH:19][CH:20]=1)[CH:16]=O.[OH-].[Na+]. Product: [Cl:12][C:13]1[C:14]([F:21])=[C:15](/[CH:16]=[C:6](/[C:5]2[CH:9]=[CH:10][C:2]([Cl:1])=[C:3]([F:11])[CH:4]=2)\[C:7]#[N:8])[CH:18]=[CH:19][CH:20]=1. The catalyst class is: 32. (4) Reactant: [Cl:1][C:2]1[CH:7]=[C:6]([C:8]([F:11])([F:10])[F:9])[CH:5]=[CH:4][C:3]=1[C:12]#[C:13][C:14]([OH:16])=O.[NH2:17][C:18]1[CH:19]=[C:20]2[C:25](=[CH:26][CH:27]=1)[N:24]=[C:23](C1CCCCN1)[CH:22]=[CH:21]2. Product: [N:24]1([C:23]2[CH:22]=[CH:21][C:20]3[C:25](=[CH:26][CH:27]=[C:18]([NH:17][C:14](=[O:16])[C:13]#[C:12][C:3]4[CH:4]=[CH:5][C:6]([C:8]([F:9])([F:10])[F:11])=[CH:7][C:2]=4[Cl:1])[CH:19]=3)[N:24]=2)[CH2:25][CH2:20][CH2:21][CH2:22][CH2:23]1. The catalyst class is: 98. (5) Reactant: O.[C:2]1(C)C=CC(S(O)(=O)=O)=C[CH:3]=1.[Cl:13][C:14]1[N:22]=[CH:21][CH:20]=[CH:19][C:15]=1[C:16]([OH:18])=[O:17].CCOCC. Product: [Cl:13][C:14]1[N:22]=[CH:21][CH:20]=[CH:19][C:15]=1[C:16]([O:18][CH2:2][CH3:3])=[O:17]. The catalyst class is: 8. (6) The catalyst class is: 6. Product: [F:1][C:2]1[CH:7]=[CH:6][CH:5]=[CH:4][C:3]=1[CH2:8][CH:9]1[O:13][CH2:12][CH2:11][O:10]1. Reactant: [F:1][C:2]1[CH:7]=[CH:6][CH:5]=[CH:4][C:3]=1[CH2:8][CH:9]=[O:10].[CH2:11](O)[CH2:12][OH:13].C1(C)C=CC=CC=1.CC1C=CC(S(O)(=O)=O)=CC=1. (7) Reactant: [F:1][C:2]1[CH:7]=[C:6]([N:8]2[CH2:12][C@H:11]([CH2:13][NH:14][C:15](=[O:17])[CH3:16])[O:10][C:9]2=[O:18])[CH:5]=[CH:4][C:3]=1[C:19]1[CH:24]=[CH:23][C:22]([CH2:25][NH:26][CH2:27][C:28]2[NH:32][N:31]=[N:30][CH:29]=2)=[CH:21][CH:20]=1.[P:33](=[O:37])([OH:36])([OH:35])[OH:34].C(O)(C)C. Product: [P:33]([OH:37])([OH:36])([OH:35])=[O:34].[F:1][C:2]1[CH:7]=[C:6]([N:8]2[CH2:12][C@H:11]([CH2:13][NH:14][C:15](=[O:17])[CH3:16])[O:10][C:9]2=[O:18])[CH:5]=[CH:4][C:3]=1[C:19]1[CH:24]=[CH:23][C:22]([CH2:25][NH:26][CH2:27][C:28]2[NH:32][N:31]=[N:30][CH:29]=2)=[CH:21][CH:20]=1. The catalyst class is: 412.